This data is from Forward reaction prediction with 1.9M reactions from USPTO patents (1976-2016). The task is: Predict the product of the given reaction. (1) Given the reactants [CH2:1]([S:9](Cl)(=[O:11])=[O:10])[CH2:2][CH2:3][CH2:4][CH2:5][CH2:6][CH2:7][CH3:8].[NH2:13][C:14]1[C:19]2[CH:20]=[C:21]([CH2:23][CH:24]([NH:34]S(C3C=CC(OC4CCOCC4)=CC=3)(=O)=O)[C:25]([N:27]3[CH2:32][CH2:31][CH:30]([CH3:33])[CH2:29][CH2:28]3)=[O:26])[S:22][C:18]=2[CH:17]=[CH:16][N:15]=1, predict the reaction product. The product is: [NH2:13][C:14]1[C:19]2[CH:20]=[C:21]([CH2:23][CH:24]([NH:34][S:9]([CH2:1][CH2:2][CH2:3][CH2:4][CH2:5][CH2:6][CH2:7][CH3:8])(=[O:11])=[O:10])[C:25]([N:27]3[CH2:28][CH2:29][CH:30]([CH3:33])[CH2:31][CH2:32]3)=[O:26])[S:22][C:18]=2[CH:17]=[CH:16][N:15]=1. (2) Given the reactants FC(F)(F)C([NH:5][C:6]1[N:7]=[C:8]2[CH:13]=[CH:12][C:11]([I:14])=[CH:10][N:9]2[CH:15]=1)=O.C([O-])([O-])=O.[K+].[K+], predict the reaction product. The product is: [I:14][C:11]1[CH:12]=[CH:13][C:8]2[N:9]([CH:15]=[C:6]([NH2:5])[N:7]=2)[CH:10]=1.